Task: Predict which catalyst facilitates the given reaction.. Dataset: Catalyst prediction with 721,799 reactions and 888 catalyst types from USPTO Reactant: [OH-].[Na+].[CH2:3]([N:10]([CH2:24][C:25]1[CH:30]=[CH:29][CH:28]=[CH:27][CH:26]=1)[C:11]1[CH:12]=[C:13](/[CH:18]=[CH:19]/[C:20]([O:22]C)=[O:21])[CH:14]=[C:15]([F:17])[CH:16]=1)[C:4]1[CH:9]=[CH:8][CH:7]=[CH:6][CH:5]=1.Cl. Product: [CH2:24]([N:10]([CH2:3][C:4]1[CH:9]=[CH:8][CH:7]=[CH:6][CH:5]=1)[C:11]1[CH:12]=[C:13](/[CH:18]=[CH:19]/[C:20]([OH:22])=[O:21])[CH:14]=[C:15]([F:17])[CH:16]=1)[C:25]1[CH:26]=[CH:27][CH:28]=[CH:29][CH:30]=1. The catalyst class is: 83.